Dataset: Forward reaction prediction with 1.9M reactions from USPTO patents (1976-2016). Task: Predict the product of the given reaction. (1) Given the reactants [NH:1]1[CH:5]=[C:4]([C:6]2[CH:7]=[C:8]([NH:12][C:13](=O)[C:14]3[CH:19]=[CH:18][CH:17]=[CH:16][CH:15]=3)[CH:9]=[CH:10][CH:11]=2)[N:3]=[N:2]1.[H-].[Al+3].[Li+].[H-].[H-].[H-].O.[O-]S([O-])(=O)=O.[Na+].[Na+], predict the reaction product. The product is: [CH2:13]([NH:12][C:8]1[CH:9]=[CH:10][CH:11]=[C:6]([C:4]2[N:3]=[N:2][NH:1][CH:5]=2)[CH:7]=1)[C:14]1[CH:15]=[CH:16][CH:17]=[CH:18][CH:19]=1. (2) Given the reactants [F:1][C:2]1[CH:11]=[CH:10][C:9]([NH:12][CH2:13][CH2:14][CH2:15][CH2:16][CH2:17][CH3:18])=[CH:8][C:3]=1[C:4]([O:6][CH3:7])=[O:5].[Br:19][C:20]1[CH:25]=[CH:24][C:23]([S:26](Cl)(=[O:28])=[O:27])=[CH:22][CH:21]=1.C([O-])(O)=O.[Na+], predict the reaction product. The product is: [Br:19][C:20]1[CH:25]=[CH:24][C:23]([S:26]([N:12]([CH2:13][CH2:14][CH2:15][CH2:16][CH2:17][CH3:18])[C:9]2[CH:10]=[CH:11][C:2]([F:1])=[C:3]([CH:8]=2)[C:4]([O:6][CH3:7])=[O:5])(=[O:28])=[O:27])=[CH:22][CH:21]=1. (3) The product is: [CH2:1]([N:3]1[CH2:8][CH2:7][CH2:6][CH2:5][C@H:4]1[C:9]([N:22]1[CH2:23][CH2:24][CH:19]([C:17](=[O:18])[C:16]2[CH:15]=[CH:14][C:13]([F:12])=[CH:26][CH:25]=2)[CH2:20][CH2:21]1)=[O:11])[CH3:2]. Given the reactants [CH2:1]([N:3]1[CH2:8][CH2:7][CH2:6][CH2:5][C@H:4]1[C:9]([OH:11])=O)[CH3:2].[F:12][C:13]1[CH:26]=[CH:25][C:16]([C:17]([CH:19]2[CH2:24][CH2:23][NH:22][CH2:21][CH2:20]2)=[O:18])=[CH:15][CH:14]=1, predict the reaction product. (4) Given the reactants P(Cl)(Cl)(Cl)=O.[CH2:6]([C:8]1[C:12]([CH3:13])=[C:11](/[CH:14]=[CH:15]/[C:16]2[N:17]([CH3:21])[CH:18]=[CH:19][CH:20]=2)[N:10]([CH3:22])[C:9]=1[CH3:23])[CH3:7].CN(C)[CH:26]=[O:27], predict the reaction product. The product is: [CH2:6]([C:8]1[C:12]([CH3:13])=[C:11](/[CH:14]=[CH:15]/[C:16]2[N:17]([CH3:21])[C:18]([CH:26]=[O:27])=[CH:19][CH:20]=2)[N:10]([CH3:22])[C:9]=1[CH3:23])[CH3:7]. (5) Given the reactants O.Cl.[NH:3]1[CH2:8][CH2:7][C:6](=[O:9])[CH2:5][CH2:4]1.C(N(CC)CC)C.[F:17][C:18]1[CH:25]=[CH:24][C:21]([CH2:22]Cl)=[CH:20][CH:19]=1.O, predict the reaction product. The product is: [F:17][C:18]1[CH:25]=[CH:24][C:21]([CH2:22][N:3]2[CH2:8][CH2:7][C:6](=[O:9])[CH2:5][CH2:4]2)=[CH:20][CH:19]=1. (6) The product is: [F:16][C:4]1[CH:5]=[C:6]2[C:10](=[C:2]([C:22]3[CH:23]=[CH:24][C:19]([C:18]([F:29])([F:28])[F:17])=[CH:20][CH:21]=3)[CH:3]=1)[N:9]([CH3:11])[C:8]([C:12]([NH2:14])=[O:13])=[C:7]2[CH3:15]. Given the reactants Br[C:2]1[CH:3]=[C:4]([F:16])[CH:5]=[C:6]2[C:10]=1[N:9]([CH3:11])[C:8]([C:12]([NH2:14])=[O:13])=[C:7]2[CH3:15].[F:17][C:18]([F:29])([F:28])[C:19]1[CH:24]=[CH:23][C:22](B(O)O)=[CH:21][CH:20]=1, predict the reaction product.